This data is from Reaction yield outcomes from USPTO patents with 853,638 reactions. The task is: Predict the reaction yield, written as a fraction of the theoretical maximum amount of product (1.0 means a 100% yield; for example, 0.34 means a 34% yield). (1) The reactants are [NH2:1][C:2]1[CH:3]=[CH:4][C:5]2[N:10]([CH3:11])[C:9](=[O:12])[O:8][C:7]([CH2:15][CH3:16])([CH2:13][CH3:14])[C:6]=2[CH:17]=1.[Cl:18][C:19]1[CH:20]=[C:21](B(O)O)[CH:22]=[CH:23][CH:24]=1.C(N(CC)CC)C. The catalyst is C(Cl)Cl.C([O-])(=O)C.[Cu+2].C([O-])(=O)C. The product is [Cl:18][C:19]1[CH:24]=[C:23]([NH:1][C:2]2[CH:3]=[CH:4][C:5]3[N:10]([CH3:11])[C:9](=[O:12])[O:8][C:7]([CH2:15][CH3:16])([CH2:13][CH3:14])[C:6]=3[CH:17]=2)[CH:22]=[CH:21][CH:20]=1. The yield is 0.430. (2) The reactants are [C:1]([O:5][C:6](=[O:20])[CH2:7][CH:8](P(OCC)(OCC)=O)[C:9]([OH:11])=[O:10])([CH3:4])([CH3:3])[CH3:2].CC(C)([O-])C.[K+].[CH:27](=O)[CH2:28][CH2:29][C:30]1[CH:35]=[CH:34][CH:33]=[CH:32][CH:31]=1.C(O)(=O)CC(CC(O)=O)(C(O)=O)O.[OH-].[Na+]. The catalyst is C1COCC1.O.C(OCC)(=O)C. The product is [C:1]([O:5][C:6](=[O:20])[CH2:7]/[C:8](=[CH:27]\[CH2:28][CH2:29][C:30]1[CH:35]=[CH:34][CH:33]=[CH:32][CH:31]=1)/[C:9]([OH:11])=[O:10])([CH3:2])([CH3:3])[CH3:4]. The yield is 0.810. (3) The reactants are Cl.[NH2:2][OH:3].[OH-].[K+].[N:6]1[CH:11]=[CH:10][CH:9]=[C:8]([CH2:12][O:13][C:14]([NH:16][C:17]2[S:18][CH:19]=[C:20]([CH2:22][C:23]([NH:25][CH2:26][CH2:27][CH2:28][CH2:29][CH2:30][C:31]([O:33]C)=O)=[O:24])[N:21]=2)=[O:15])[CH:7]=1.O. The catalyst is CO.CC(O)=O. The product is [N:6]1[CH:11]=[CH:10][CH:9]=[C:8]([CH2:12][O:13][C:14](=[O:15])[NH:16][C:17]2[S:18][CH:19]=[C:20]([CH2:22][C:23]([NH:25][CH2:26][CH2:27][CH2:28][CH2:29][CH2:30][C:31]([NH:2][OH:3])=[O:33])=[O:24])[N:21]=2)[CH:7]=1. The yield is 0.200. (4) The reactants are Br[C:2]1[CH:11]=[C:10]2[C:5]([CH:6]=[C:7]([NH:12][C:13]([CH:15]3[CH2:17][CH2:16]3)=[O:14])[N:8]=[CH:9]2)=[CH:4][CH:3]=1.[CH3:18][C:19]1[CH:20]=[N:21][N:22]([CH:37]2[CH2:42][CH2:41][CH2:40][CH2:39][O:38]2)[C:23]=1[Sn](CCCC)(CCCC)CCCC.CN(C)C=O.[F-].[Cs+]. The catalyst is CC(C)([P](C(C)(C)C)([Pd][P](C(C)(C)C)(C(C)(C)C)C(C)(C)C)C(C)(C)C)C.[Cu]I. The product is [CH3:18][C:19]1[CH:20]=[N:21][N:22]([CH:37]2[CH2:42][CH2:41][CH2:40][CH2:39][O:38]2)[C:23]=1[C:2]1[CH:11]=[C:10]2[C:5]([CH:6]=[C:7]([NH:12][C:13]([CH:15]3[CH2:17][CH2:16]3)=[O:14])[N:8]=[CH:9]2)=[CH:4][CH:3]=1. The yield is 0.670. (5) The reactants are [CH3:1][S:2]([N:5]1[CH2:10][CH2:9][C:8]2[N:11]([CH2:24][CH2:25][CH:26]=O)[N:12]=[C:13]([C:14]3[CH:19]=[CH:18][C:17]([C:20]([F:23])([F:22])[F:21])=[CH:16][CH:15]=3)[C:7]=2[CH2:6]1)(=[O:4])=[O:3].[N+:28]([C:31]1[CH:36]=[CH:35][CH:34]=[CH:33][C:32]=1[N:37]1[CH2:42][CH2:41][NH:40][CH2:39][CH2:38]1)([O-:30])=[O:29].CC(O)=O.[BH-](OC(C)=O)(OC(C)=O)OC(C)=O.[Na+].C([O-])(O)=O.[Na+]. The catalyst is C(Cl)Cl. The product is [CH3:1][S:2]([N:5]1[CH2:10][CH2:9][C:8]2[N:11]([CH2:24][CH2:25][CH2:26][N:40]3[CH2:41][CH2:42][N:37]([C:32]4[CH:33]=[CH:34][CH:35]=[CH:36][C:31]=4[N+:28]([O-:30])=[O:29])[CH2:38][CH2:39]3)[N:12]=[C:13]([C:14]3[CH:19]=[CH:18][C:17]([C:20]([F:23])([F:22])[F:21])=[CH:16][CH:15]=3)[C:7]=2[CH2:6]1)(=[O:4])=[O:3]. The yield is 0.710. (6) The reactants are CS(O[CH2:6][C@H:7]1[CH2:12][CH2:11][C@@H:10]([CH2:13][N:14]([CH2:22][C:23]2[CH:28]=[CH:27][CH:26]=[CH:25][CH:24]=2)[CH2:15][C:16]2[CH:21]=[CH:20][CH:19]=[CH:18][CH:17]=2)[CH2:9][CH2:8]1)(=O)=O.[C-:29]#[N:30].[Na+].C1OCCOCCOCCOCCOC1.O. The catalyst is CS(C)=O. The product is [CH2:22]([N:14]([CH2:13][C@@H:10]1[CH2:11][CH2:12][C@H:7]([CH2:6][C:29]#[N:30])[CH2:8][CH2:9]1)[CH2:15][C:16]1[CH:17]=[CH:18][CH:19]=[CH:20][CH:21]=1)[C:23]1[CH:24]=[CH:25][CH:26]=[CH:27][CH:28]=1. The yield is 0.680. (7) The reactants are [C:1]1([N:7]2[C:11]([C:12]3[CH:17]=[CH:16][CH:15]=[CH:14][CH:13]=3)=[CH:10][CH:9]=[C:8]2[C:18]2[CH:19]=[C:20]3[C:25](=[CH:26][CH:27]=2)[CH:24]=[C:23]([O:28][CH:29]([CH2:34][C:35]2[CH:40]=[CH:39][CH:38]=[CH:37][CH:36]=2)[C:30]([O:32]C)=[O:31])[CH:22]=[CH:21]3)[CH:6]=[CH:5][CH:4]=[CH:3][CH:2]=1.[OH-].[Na+].CO.O. The catalyst is C1COCC1. The product is [C:1]1([N:7]2[C:11]([C:12]3[CH:13]=[CH:14][CH:15]=[CH:16][CH:17]=3)=[CH:10][CH:9]=[C:8]2[C:18]2[CH:19]=[C:20]3[C:25](=[CH:26][CH:27]=2)[CH:24]=[C:23]([O:28][CH:29]([CH2:34][C:35]2[CH:36]=[CH:37][CH:38]=[CH:39][CH:40]=2)[C:30]([OH:32])=[O:31])[CH:22]=[CH:21]3)[CH:6]=[CH:5][CH:4]=[CH:3][CH:2]=1. The yield is 0.940. (8) The reactants are [F:1][C:2]1[CH:3]=[C:4]([C:9]2[C:17]3[CH2:16][C:15]4(OCC[O:18]4)[CH2:14][CH2:13][C:12]=3[N:11]([C:22]([NH:24][C@@H:25]([C:30]([CH3:33])([CH3:32])[CH3:31])[C:26]([NH:28][CH3:29])=[O:27])=[O:23])[N:10]=2)[CH:5]=[CH:6][C:7]=1[F:8].C1(C)C=CC(S(O)(=O)=O)=CC=1.O. The catalyst is CC(C)=O. The product is [F:1][C:2]1[CH:3]=[C:4]([C:9]2[C:17]3[CH2:16][C:15](=[O:18])[CH2:14][CH2:13][C:12]=3[N:11]([C:22]([NH:24][C@@H:25]([C:30]([CH3:33])([CH3:32])[CH3:31])[C:26]([NH:28][CH3:29])=[O:27])=[O:23])[N:10]=2)[CH:5]=[CH:6][C:7]=1[F:8]. The yield is 0.910.